Predict the product of the given reaction. From a dataset of Forward reaction prediction with 1.9M reactions from USPTO patents (1976-2016). (1) The product is: [C:41]([C:24]1[CH:23]=[CH:22][C:21]2[N:20]([CH2:19][CH2:18][CH2:17][N:13]([CH2:14][CH2:15][CH3:16])[S:10]([C:5]3[CH:6]=[CH:7][CH:8]=[CH:9][C:4]=3[N+:1]([O-:3])=[O:2])(=[O:11])=[O:12])[C:32]3[CH:31]=[CH:30][C:29]4[C:33](=[O:36])[CH2:34][CH2:35][C:28]=4[C:27]=3[C:26]=2[CH:25]=1)(=[O:42])[CH3:43]. Given the reactants [N+:1]([C:4]1[CH:9]=[CH:8][CH:7]=[CH:6][C:5]=1[S:10]([N:13]([CH2:17][CH2:18][CH2:19][N:20]1[C:32]2[CH:31]=[CH:30][C:29]3[C:33](=[O:36])[CH2:34][CH2:35][C:28]=3[C:27]=2[C:26]2[CH:25]=[CH:24][CH:23]=[CH:22][C:21]1=2)[CH2:14][CH2:15][CH3:16])(=[O:12])=[O:11])([O-:3])=[O:2].[Al+3].[Cl-].[Cl-].[Cl-].[C:41](Cl)([CH3:43])=[O:42], predict the reaction product. (2) Given the reactants [Cl:1][C:2]1[C:3]([CH3:12])=[C:4]([S:8](Cl)(=[O:10])=[O:9])[CH:5]=[CH:6][CH:7]=1.N1C=CC=CC=1.[NH2:19][C:20]1[CH:21]=[C:22]2[C:27](=[CH:28][CH:29]=1)[N:26]=[CH:25][N:24]=[CH:23]2.C([O-])(O)=O.[Na+], predict the reaction product. The product is: [Cl:1][C:2]1[C:3]([CH3:12])=[C:4]([S:8]([NH:19][C:20]2[CH:21]=[C:22]3[C:27](=[CH:28][CH:29]=2)[N:26]=[CH:25][N:24]=[CH:23]3)(=[O:10])=[O:9])[CH:5]=[CH:6][CH:7]=1.